From a dataset of Catalyst prediction with 721,799 reactions and 888 catalyst types from USPTO. Predict which catalyst facilitates the given reaction. (1) The catalyst class is: 163. Reactant: Cl.[CH3:2][O:3][C:4](=[O:30])[C@@H:5]([NH:8][C:9]([C:11]1[C:12]([CH3:29])=[N:13][C:14]([NH:18][CH2:19][CH2:20][CH2:21][C:22]2[CH:27]=[CH:26][CH:25]=[C:24]([OH:28])[CH:23]=2)=[N:15][C:16]=1[CH3:17])=[O:10])[CH2:6][NH2:7].[CH3:31][CH:32]1[CH2:37][N:36](C(O)=O)[CH2:35][CH2:34][NH:33]1.C(N(CC)CC)C.CN([C:51]([O:55]N1N=NC2C=CC=CC1=2)=[N+](C)C)C.F[P-](F)(F)(F)(F)F.C1C=CC2N(O)N=NC=2C=1. Product: [CH3:2][O:3][C:4](=[O:30])[C@@H:5]([NH:8][C:9]([C:11]1[C:12]([CH3:29])=[N:13][C:14]([NH:18][CH2:19][CH2:20][CH2:21][C:22]2[CH:27]=[CH:26][CH:25]=[C:24]([OH:28])[CH:23]=2)=[N:15][C:16]=1[CH3:17])=[O:10])[CH2:6][NH:7][C:51]([C:35]1[CH:34]=[N:33][C:32]([CH3:31])=[CH:37][N:36]=1)=[O:55]. (2) Reactant: [C:1]([O:5][C:6]([NH:8][C@H:9]([C:13]([OH:15])=[O:14])[CH:10]([CH3:12])[CH3:11])=[O:7])([CH3:4])([CH3:3])[CH3:2].[N+:16]([C:19]1[CH:26]=[CH:25][C:22]([CH2:23]O)=[CH:21][CH:20]=1)([O-:18])=[O:17].CCN=C=NCCCN(C)C. Product: [N+:16]([C:19]1[CH:26]=[CH:25][C:22]([CH2:23][O:14][C:13](=[O:15])[C@H:9]([CH:10]([CH3:11])[CH3:12])[NH:8][C:6]([O:5][C:1]([CH3:3])([CH3:2])[CH3:4])=[O:7])=[CH:21][CH:20]=1)([O-:18])=[O:17]. The catalyst class is: 172. (3) Reactant: [CH2:1]([O:8][C:9]([N:11]1[CH2:15][C:14](=O)[CH2:13][N:12]1[C:17](=[O:26])[CH2:18][C:19]1[CH:24]=[CH:23][C:22]([F:25])=[CH:21][CH:20]=1)=[O:10])[C:2]1[CH:7]=[CH:6][CH:5]=[CH:4][CH:3]=1.[NH:27]1[CH2:32][CH2:31][O:30][CH2:29][CH2:28]1.[BH-](OC(C)=O)(OC(C)=O)OC(C)=O.[Na+].CC(O)=O.Cl. Product: [CH2:1]([O:8][C:9]([N:11]1[CH2:15][CH:14]([N:27]2[CH2:32][CH2:31][O:30][CH2:29][CH2:28]2)[CH2:13][N:12]1[C:17](=[O:26])[CH2:18][C:19]1[CH:24]=[CH:23][C:22]([F:25])=[CH:21][CH:20]=1)=[O:10])[C:2]1[CH:7]=[CH:6][CH:5]=[CH:4][CH:3]=1. The catalyst class is: 1. (4) Reactant: [CH3:1][O:2][C:3]1[CH:4]=[C:5]([CH:26]=[CH:27][CH:28]=1)[CH2:6][N:7]1[CH2:11][CH2:10][C@@H:9]([NH:12][C:13]2[N:14]=[CH:15][C:16](/[CH:19]=[CH:20]/[C:21]([O:23]CC)=[O:22])=[N:17][CH:18]=2)[CH2:8]1.[OH-].[Na+].Cl. Product: [CH3:1][O:2][C:3]1[CH:4]=[C:5]([CH:26]=[CH:27][CH:28]=1)[CH2:6][N:7]1[CH2:11][CH2:10][C@@H:9]([NH:12][C:13]2[N:14]=[CH:15][C:16](/[CH:19]=[CH:20]/[C:21]([OH:23])=[O:22])=[N:17][CH:18]=2)[CH2:8]1. The catalyst class is: 5. (5) Reactant: F[C:2]1[CH:7]=[C:6]([F:8])[CH:5]=[CH:4][C:3]=1[C:9]1[CH:14]=[C:13]([F:15])[CH:12]=[CH:11][C:10]=1[CH:16]([NH:18][S:19]([C:22]1[CH:27]=[CH:26][C:25]([O:28][CH3:29])=[CH:24][CH:23]=1)(=[O:21])=[O:20])[CH3:17].C(=O)([O-])[O-].[K+].[K+]. Product: [F:8][C:6]1[CH:7]=[CH:2][C:3]2[C:9]3[C:10]([CH:16]([CH3:17])[N:18]([S:19]([C:22]4[CH:23]=[CH:24][C:25]([O:28][CH3:29])=[CH:26][CH:27]=4)(=[O:20])=[O:21])[C:4]=2[CH:5]=1)=[CH:11][CH:12]=[C:13]([F:15])[CH:14]=3. The catalyst class is: 9. (6) Reactant: C[O:2][C:3](=[O:15])[C:4]1[CH:9]=[CH:8][CH:7]=[C:6]([O:10][S:11]([CH3:14])(=[O:13])=[O:12])[CH:5]=1.[OH-].[Na+]. Product: [CH3:14][S:11]([O:10][C:6]1[CH:5]=[C:4]([CH:9]=[CH:8][CH:7]=1)[C:3]([OH:15])=[O:2])(=[O:13])=[O:12]. The catalyst class is: 219. (7) Reactant: [CH3:1][O:2][CH2:3][CH:4]1[N:9]([CH:10]([C:12]2[CH:17]=[CH:16][CH:15]=[CH:14][CH:13]=2)[CH3:11])[C:8](=O)[C:7]([CH3:20])([CH3:19])[O:6][CH2:5]1.CO. Product: [CH3:1][O:2][CH2:3][CH:4]1[N:9]([CH:10]([C:12]2[CH:17]=[CH:16][CH:15]=[CH:14][CH:13]=2)[CH3:11])[CH2:8][C:7]([CH3:19])([CH3:20])[O:6][CH2:5]1. The catalyst class is: 7.